From a dataset of Experimentally validated miRNA-target interactions with 360,000+ pairs, plus equal number of negative samples. Binary Classification. Given a miRNA mature sequence and a target amino acid sequence, predict their likelihood of interaction. (1) The miRNA is hsa-miR-6867-5p with sequence UGUGUGUGUAGAGGAAGAAGGGA. The protein sequence of the target gene is MTSKPHSDWIPYSVLDDEGRNLRQQKLDRQRALLEQKQKKKRQEPLMVQANADGRPRSRRARQSEEQAPLVESYLSSSGSTSYQVQEADSLASVQLGATRPTAPASAKRTKAAATAGGQGGAARKEKKGKHKGTSGPAALAEDKSEAQGPVQILTVGQSDHAQDAGETAAGGGERPSGQDLRATMQRKGISSSMSFDEDEEDEEENSSSSSQLNSNTRPSSATSRKSVREAASAPSPTAPEQPVDVEVQDLEEFALRPAPQGITIKCRITRDKKGMDRGMYPTYFLHLDREDGKKVFLLA.... Result: 1 (interaction). (2) The miRNA is mmu-miR-693-3p with sequence GCAGCUUUCAGAUGUGGCUGUAA. The protein sequence of the target gene is MLSSGDLTSASWELVVRVDHANGEQQTEITLRVSGDLHIGGVMLKLVEQMNIAQDWSDYALWWEQKRCWLLKTHWTLDKCGVQADANLLFTPQHKMLRLRLPNAKTVRLRVSFSAVVFKAVADICKVLNIRRPEELSLLKPSSDYCKKKKKKEKNSKEPVIEDILNLESSSTSSGSPVSPGLYSKTMTPTYDPINGTPALSTMTWFGDSPLTEQNCSVLAFSQPPPSPDVLADMFQPRSLVDKAKMNAGWLDSSRSLMEQSIQEDEQLQLRFKYYTFFDLNPKYDAVRINQLYEQARWAV.... Result: 0 (no interaction). (3) The miRNA is hsa-miR-378i with sequence ACUGGACUAGGAGUCAGAAGG. The protein sequence of the target gene is MSVEAYGPSSQTLTFLDTEEAELLGADTQGSEFEFTDFTLPSQTQTPPGGPGGPGGGGAGGPGGAGAGAAAGQLDAQVGPEGILQNGAVDDSVAKTSQLLAELNFEEDEEDTYYTKDLPIHACSYCGIHDPACVVYCNTSKKWFCNGRGNTSGSHIVNHLVRAKCKEVTLHKDGPLGETVLECYNCGCRNVFLLGFIPAKADSVVVLLCRQPCASQSSLKDINWDSSQWQPLIQDRCFLSWLVKIPSEQEQLRARQITAQQINKLEELWKENPSATLEDLEKPGVDEEPQHVLLRYEDAY.... Result: 0 (no interaction). (4) The miRNA is mmu-miR-466l-5p with sequence UUGUGUGUACAUGUACAUGUAU. The protein sequence of the target gene is MAVDVKSRAKRYEKLDFLGEGQFATVYKARDKNTNQIVAIKKIKLGHRSEAKDGINRTALREIKLLQELSHPNIIGLLDAFGHKSNISLVFDFMETDLEVIIKDNSLVLTPSHIKAYMLMTLQGLEYLHQHWILHRDLKPNNLLLDENGVLKLADFGLAKSFGSPNRAYTHQVVTRWYRAPELLFGARMYGVGVDMWAVGCILAELLLRVPFLPGDSDLDQLTRIFETLGTPTEEQWPDMCSLPDYVTFKSFPGVPLQHIFIAAGDDLLELIQGLFLFNPCTRTTASQALKTKYFSNRPG.... Result: 1 (interaction). (5) The miRNA is mmu-miR-1946a with sequence AGCCGGGCAGUGGUGGCACACACUUUU. The protein sequence of the target gene is MAVNVYSTSVTSDNLSRHDMLAWINESLQLNLTKIEQLCSGAAYCQFMDMLFPGSIALKKVKFQAKLEHEYIQNFKILQAGFKRMGVDKIIPVDKLVKGKFQDNFEFVQWFKKFFDANYDGKEYDPVAARQGQETAVAPSLVAPALSKPKKPLGSSTAAPQRPIATQRTTAAPKAGPGMVRKNPGVGNGDDEAAELMQQVKVLKLTVEDLEKERDFYFGKLRNIELICQENEGENDPVLQRIVDILYATDEGFVIPDEGGPQEEQEEY. Result: 1 (interaction). (6) The miRNA is hsa-miR-7153-3p with sequence CACCAUGGACGGUUUACC. The protein sequence of the target gene is MENNLKTCPKEDGDFVSDKIKFKIEEEDDDGIPPDSLERMDFKSEQEDMKQTDSGGERAGLGGTGCSCKPPGKYLSAESEDDYGALFSQYSSTLYDVAMEAVTQSLLSSRNMSSRKKSPAWKHFFISPRDSTKAICMYCVKEFSRGKNEKDLSTSCLMRHVRRAHPTVLIQENGSVSAVSSFPSPSLLLPPQPADAGDLSTILSPIKLVQKVASKIPSPDRITEESVSVVSSEEISSDMSVSEKCGREEALVGSSPHLPALHYDEPAENLAEKSLPLPKSTSGSRRRSAVWKHFYLSPLD.... Result: 0 (no interaction). (7) The miRNA is hsa-miR-507 with sequence UUUUGCACCUUUUGGAGUGAA. The protein sequence of the target gene is MYEGKKTKNMFLTRALEKILADKEVKKAHHSQLRKACEVALEEIKVETEKQSPPHGEAKAGSGTLPPVKSKTNFIEADKYFLPFELACQSKCPRIVSTSLDCLQKLIAYGHLTGRAPDSTTPGKKLIDRIIETICGCFQGPQTDEGVQLQIIKALLTAVTSQHIEIHEGTVLQAVRTCYNIYLASKNLINQTTAKATLTQMLNVIFARMENQALQEAKQMERERHRQQQHLLQSPVSHHEPESPHLRYLPPQTVDHINQEHEGDLEPQTHDVDKSLQDDTEPENGSDISSAENEQTEADQ.... Result: 0 (no interaction).